From a dataset of Full USPTO retrosynthesis dataset with 1.9M reactions from patents (1976-2016). Predict the reactants needed to synthesize the given product. (1) Given the product [NH2:23][C:24]1[N:25]=[CH:26][C:27]([C:34]2[CH:35]=[N:36][N:37]([CH:39]3[CH2:40][CH2:41][N:42]([C:45](=[O:47])[CH3:46])[CH2:43][CH2:44]3)[CH:38]=2)=[C:28]2[CH:32]=[C:31]([C:6]3[C:10]4[N:11]=[CH:12][N:13]=[CH:14][C:9]=4[S:8][CH:7]=3)[O:30][C:29]=12, predict the reactants needed to synthesize it. The reactants are: C([Sn](CCCC)(CCCC)[C:6]1[C:10]2[N:11]=[CH:12][N:13]=[CH:14][C:9]=2[S:8][CH:7]=1)CCC.[NH2:23][C:24]1[N:25]=[CH:26][C:27]([C:34]2[CH:35]=[N:36][N:37]([CH:39]3[CH2:44][CH2:43][N:42]([C:45](=[O:47])[CH3:46])[CH2:41][CH2:40]3)[CH:38]=2)=[C:28]2[CH:32]=[C:31](Cl)[O:30][C:29]=12.[F-].[Cs+]. (2) The reactants are: [CH3:1][N:2]1[C:15]2[CH:14]=[C:13]([CH:16]([CH2:22][CH:23]3[CH2:28][CH2:27][O:26][CH2:25][CH2:24]3)[C:17]([O:19]CC)=[O:18])[CH:12]=[CH:11][C:10]=2[S:9](=[O:30])(=[O:29])[C:8]2[C:3]1=[CH:4][CH:5]=[CH:6][CH:7]=2.[OH-].[Na+]. Given the product [CH3:1][N:2]1[C:15]2[CH:14]=[C:13]([CH:16]([CH2:22][CH:23]3[CH2:28][CH2:27][O:26][CH2:25][CH2:24]3)[C:17]([OH:19])=[O:18])[CH:12]=[CH:11][C:10]=2[S:9](=[O:30])(=[O:29])[C:8]2[C:3]1=[CH:4][CH:5]=[CH:6][CH:7]=2, predict the reactants needed to synthesize it. (3) Given the product [O:51]1[CH:52]=[CH:53][CH:54]=[C:50]1[C:47]1[S:46][C:45]([NH:44][C:6](=[O:8])[C:5]2[CH:9]=[CH:10][C:2]([NH:26][CH2:21][CH2:22][CH2:23][NH2:37])=[N:3][CH:4]=2)=[N:49][N:48]=1, predict the reactants needed to synthesize it. The reactants are: Cl[C:2]1[CH:10]=[CH:9][C:5]([C:6]([OH:8])=O)=[CH:4][N:3]=1.CN(C(ON1N=[N:26][C:21]2[CH:22]=[CH:23]C=NC1=2)=[N+](C)C)C.F[P-](F)(F)(F)(F)F.CC[N:37](C(C)C)C(C)C.[NH2:44][C:45]1[S:46][C:47]([C:50]2[O:51][CH:52]=[CH:53][CH:54]=2)=[N:48][N:49]=1. (4) Given the product [NH2:28][C:6]1[CH:7]=[C:2]([O:1][CH2:19][C:20]2[CH:25]=[CH:24][CH:23]=[CH:22][CH:21]=2)[C:3]([O:11][CH3:12])=[CH:4][C:5]=1[C:8](=[O:10])[CH3:9], predict the reactants needed to synthesize it. The reactants are: [OH:1][C:2]1[CH:7]=[CH:6][C:5]([C:8](=[O:10])[CH3:9])=[CH:4][C:3]=1[O:11][CH3:12].C(=O)([O-])[O-].[K+].[K+].[CH2:19](Br)[C:20]1[CH:25]=[CH:24][CH:23]=[CH:22][CH:21]=1.C[N:28](C)C=O. (5) Given the product [Cl:1][C:2]1[CH:3]=[C:4]([C:8]2[C:17]3[C:12](=[CH:13][C:14]([O:18][CH3:19])=[CH:15][CH:16]=3)[C:11](=[O:20])[N:10]([CH2:24][C:25]([C:27]3([C:30]4[CH:40]=[CH:39][C:33]5[O:34][C:35]([F:37])([F:38])[O:36][C:32]=5[CH:31]=4)[CH2:28][CH2:29]3)=[O:26])[N:9]=2)[CH:5]=[CH:6][CH:7]=1, predict the reactants needed to synthesize it. The reactants are: [Cl:1][C:2]1[CH:3]=[C:4]([C:8]2[C:17]3[C:12](=[CH:13][C:14]([O:18][CH3:19])=[CH:15][CH:16]=3)[C:11](=[O:20])[NH:10][N:9]=2)[CH:5]=[CH:6][CH:7]=1.[H-].[Na+].Br[CH2:24][C:25]([C:27]1([C:30]2[CH:40]=[CH:39][C:33]3[O:34][C:35]([F:38])([F:37])[O:36][C:32]=3[CH:31]=2)[CH2:29][CH2:28]1)=[O:26]. (6) Given the product [C:47]([OH:56])(=[O:55])[C@@H:48]([C@H:50]([C:52]([OH:54])=[O:53])[OH:51])[OH:49].[F:1][C:2]1[CH:7]=[C:6]([O:8][C:9]2[CH:14]=[CH:13][N:12]=[C:11]([NH:15][C:16]([N:18]3[CH2:19][CH2:20][CH:21]([N:24]4[CH2:29][CH2:28][N:27]([CH3:30])[CH2:26][CH2:25]4)[CH2:22][CH2:23]3)=[O:17])[CH:10]=2)[CH:5]=[CH:4][C:3]=1[NH:31][C:32]([C:34]1([C:37]([NH:39][C:40]2[CH:41]=[CH:42][C:43]([F:46])=[CH:44][CH:45]=2)=[O:38])[CH2:36][CH2:35]1)=[O:33], predict the reactants needed to synthesize it. The reactants are: [F:1][C:2]1[CH:7]=[C:6]([O:8][C:9]2[CH:14]=[CH:13][N:12]=[C:11]([NH:15][C:16]([N:18]3[CH2:23][CH2:22][CH:21]([N:24]4[CH2:29][CH2:28][N:27]([CH3:30])[CH2:26][CH2:25]4)[CH2:20][CH2:19]3)=[O:17])[CH:10]=2)[CH:5]=[CH:4][C:3]=1[NH:31][C:32]([C:34]1([C:37]([NH:39][C:40]2[CH:45]=[CH:44][C:43]([F:46])=[CH:42][CH:41]=2)=[O:38])[CH2:36][CH2:35]1)=[O:33].[C:47]([OH:56])(=[O:55])[C@@H:48]([C@H:50]([C:52]([OH:54])=[O:53])[OH:51])[OH:49].O. (7) Given the product [CH3:4][C:2]([C:5]1[N:10]=[C:9]([C:11]2[NH:13][O:14][C:19](=[O:20])[N:12]=2)[CH:8]=[C:7]([C:15]([F:18])([F:16])[F:17])[N:6]=1)([CH3:1])[CH3:3], predict the reactants needed to synthesize it. The reactants are: [CH3:1][C:2]([C:5]1[N:10]=[C:9]([C:11](=[N:13][OH:14])[NH2:12])[CH:8]=[C:7]([C:15]([F:18])([F:17])[F:16])[N:6]=1)([CH3:4])[CH3:3].[C:19](N1C=CN=C1)(N1C=CN=C1)=[O:20].N12CCCN=C1CCCCC2.Cl.